Predict the reaction yield, written as a fraction of the theoretical maximum amount of product (1.0 means a 100% yield; for example, 0.34 means a 34% yield). From a dataset of Reaction yield outcomes from USPTO patents with 853,638 reactions. (1) The product is [NH2:16][CH:9]([C:6]1[CH:7]=[CH:8][C:3]([Cl:2])=[CH:4][CH:5]=1)[CH2:10][CH2:11][S:12]([NH2:13])(=[O:14])=[O:15]. The reactants are Cl.[Cl:2][C:3]1[CH:8]=[CH:7][C:6]([CH:9]([NH:16]C(=O)OC(C)(C)C)[CH2:10][CH2:11][S:12](=[O:15])(=[O:14])[NH2:13])=[CH:5][CH:4]=1. The yield is 0.738. The catalyst is C(Cl)Cl.CO. (2) The reactants are C([O:3][C:4]([C:6]1[C:7]([CH3:27])=[C:8]2[N:13]([CH:14]=1)[N:12]=[CH:11][N:10]=[C:9]2[O:15][C:16]1[C:17]([F:26])=[C:18]2[C:22](=[CH:23][CH:24]=1)[NH:21][C:20]([CH3:25])=[CH:19]2)=O)C.CC(C[AlH]CC(C)C)C.C(O)C. The yield is 0.630. The product is [F:26][C:17]1[C:16]([O:15][C:9]2[C:8]3=[C:7]([CH3:27])[C:6]([CH2:4][OH:3])=[CH:14][N:13]3[N:12]=[CH:11][N:10]=2)=[CH:24][CH:23]=[C:22]2[C:18]=1[CH:19]=[C:20]([CH3:25])[NH:21]2. The catalyst is C(Cl)Cl.